Predict the reactants needed to synthesize the given product. From a dataset of Full USPTO retrosynthesis dataset with 1.9M reactions from patents (1976-2016). (1) Given the product [CH:1]1([N:7]2[C:15]3[C:10](=[CH:11][CH:12]=[CH:13][C:14]=3[C:16]([F:17])([F:18])[F:19])[C:9]([C:20]3[CH:21]=[CH:22][C:23]([OH:26])=[CH:24][CH:25]=3)=[N:8]2)[CH2:2][CH2:3][CH2:4][CH2:5][CH2:6]1, predict the reactants needed to synthesize it. The reactants are: [CH:1]1([N:7]2[C:15]3[C:10](=[CH:11][CH:12]=[CH:13][C:14]=3[C:16]([F:19])([F:18])[F:17])[C:9]([C:20]3[CH:25]=[CH:24][C:23]([O:26]C)=[CH:22][CH:21]=3)=[N:8]2)[CH2:6][CH2:5][CH2:4][CH2:3][CH2:2]1.B(Br)(Br)Br.C1CCCCC=1. (2) Given the product [Cl:1][C:2]1[CH:3]=[C:4]([N:12]([CH2:22][CH3:23])[C@H:13]2[CH2:14][CH2:15][C@H:16]([N:19]([CH3:20])[CH3:21])[CH2:17][CH2:18]2)[C:5]([CH3:11])=[C:6]([CH:10]=1)[C:7]([NH:59][CH2:60][C:61]1[C:62](=[O:72])[N:63]([CH3:71])[N:64]([CH3:70])[C:65]=1[C:66]([F:69])([F:67])[F:68])=[O:9], predict the reactants needed to synthesize it. The reactants are: [Cl:1][C:2]1[CH:3]=[C:4]([N:12]([CH2:22][CH3:23])[C@H:13]2[CH2:18][CH2:17][C@H:16]([N:19]([CH3:21])[CH3:20])[CH2:15][CH2:14]2)[C:5]([CH3:11])=[C:6]([CH:10]=1)[C:7]([OH:9])=O.N#N.CN(C(ON1N=NC2C=CC=NC1=2)=[N+](C)C)C.F[P-](F)(F)(F)(F)F.CCN(C(C)C)C(C)C.[NH2:59][CH2:60][C:61]1[C:62](=[O:72])[N:63]([CH3:71])[N:64]([CH3:70])[C:65]=1[C:66]([F:69])([F:68])[F:67]. (3) Given the product [CH3:30][O:29][C:24]1[CH:25]=[CH:26][CH:27]=[CH:28][C:23]=1[C:21]1[N:22]=[C:6]2[CH:5]([CH:1]([CH3:32])[CH3:2])[NH:10][CH2:9][CH2:8][N:7]2[CH:20]=1, predict the reactants needed to synthesize it. The reactants are: [CH2:1]([CH:5]1[N:10](C(=O)CCC2NC=NC=2)[CH2:9][CH2:8][N:7]2[CH:20]=[C:21]([C:23]3[CH:28]=[CH:27][CH:26]=[CH:25][C:24]=3[O:29][CH3:30])[N:22]=[C:6]12)[CH2:2]CC.N(C(OCC1C=CC=CC=1)=O)[C@H:32](C(O)=O)[C@H](CC)C. (4) Given the product [ClH:1].[N:2]1[C:11]2[CH:10]=[C:9]3[CH2:12][CH2:13][NH2+:14][CH2:15][CH2:16][C:8]3=[CH:7][C:6]=2[N:5]=[CH:4][CH:3]=1.[ClH:1].[ClH:1].[N:19]1[C:28]2[CH:27]=[C:26]3[CH2:29][CH2:30][NH2+:31][CH2:32][CH2:33][C:25]3=[CH:24][C:23]=2[N:22]=[CH:21][CH:20]=1, predict the reactants needed to synthesize it. The reactants are: [ClH:1].[N:2]1[C:11]2[CH:10]=[C:9]3[CH2:12][CH2:13][NH:14][CH2:15][CH2:16][C:8]3=[CH:7][C:6]=2[N:5]=[CH:4][CH:3]=1.Cl.Cl.[N:19]1[C:28]2[CH:27]=[C:26]3[CH2:29][CH2:30][NH:31][CH2:32][CH2:33][C:25]3=[CH:24][C:23]=2[N:22]=[CH:21][CH:20]=1.Cl.